This data is from NCI-60 drug combinations with 297,098 pairs across 59 cell lines. The task is: Regression. Given two drug SMILES strings and cell line genomic features, predict the synergy score measuring deviation from expected non-interaction effect. (1) Drug 1: CCCS(=O)(=O)NC1=C(C(=C(C=C1)F)C(=O)C2=CNC3=C2C=C(C=N3)C4=CC=C(C=C4)Cl)F. Drug 2: CC1=C(C=C(C=C1)NC(=O)C2=CC=C(C=C2)CN3CCN(CC3)C)NC4=NC=CC(=N4)C5=CN=CC=C5. Cell line: IGROV1. Synergy scores: CSS=0.930, Synergy_ZIP=-0.614, Synergy_Bliss=-0.801, Synergy_Loewe=-2.73, Synergy_HSA=-2.93. (2) Drug 2: CC(C)CN1C=NC2=C1C3=CC=CC=C3N=C2N. Drug 1: CC1=C(C(=CC=C1)Cl)NC(=O)C2=CN=C(S2)NC3=CC(=NC(=N3)C)N4CCN(CC4)CCO. Synergy scores: CSS=-3.17, Synergy_ZIP=1.37, Synergy_Bliss=1.14, Synergy_Loewe=-3.30, Synergy_HSA=-2.49. Cell line: NCI-H460. (3) Drug 1: C1CCN(CC1)CCOC2=CC=C(C=C2)C(=O)C3=C(SC4=C3C=CC(=C4)O)C5=CC=C(C=C5)O. Drug 2: COC1=NC(=NC2=C1N=CN2C3C(C(C(O3)CO)O)O)N. Cell line: MOLT-4. Synergy scores: CSS=56.4, Synergy_ZIP=-1.61, Synergy_Bliss=-3.43, Synergy_Loewe=-7.48, Synergy_HSA=-2.58. (4) Drug 1: C1=CC(=C2C(=C1NCCNCCO)C(=O)C3=C(C=CC(=C3C2=O)O)O)NCCNCCO. Drug 2: CC1=CC2C(CCC3(C2CCC3(C(=O)C)OC(=O)C)C)C4(C1=CC(=O)CC4)C. Cell line: NCI-H322M. Synergy scores: CSS=29.4, Synergy_ZIP=0.718, Synergy_Bliss=1.19, Synergy_Loewe=-58.2, Synergy_HSA=-2.58. (5) Drug 1: CC1=C(C(CCC1)(C)C)C=CC(=CC=CC(=CC(=O)O)C)C. Drug 2: C1CN(CCN1C(=O)CCBr)C(=O)CCBr. Cell line: NCIH23. Synergy scores: CSS=20.9, Synergy_ZIP=0.0513, Synergy_Bliss=3.74, Synergy_Loewe=-9.92, Synergy_HSA=-3.81. (6) Drug 1: CC1C(C(CC(O1)OC2CC(CC3=C2C(=C4C(=C3O)C(=O)C5=C(C4=O)C(=CC=C5)OC)O)(C(=O)C)O)N)O.Cl. Drug 2: C1CCC(CC1)NC(=O)N(CCCl)N=O. Cell line: SK-MEL-2. Synergy scores: CSS=26.7, Synergy_ZIP=0.534, Synergy_Bliss=6.00, Synergy_Loewe=2.95, Synergy_HSA=6.61. (7) Drug 1: CC(CN1CC(=O)NC(=O)C1)N2CC(=O)NC(=O)C2. Drug 2: CC1=C(N=C(N=C1N)C(CC(=O)N)NCC(C(=O)N)N)C(=O)NC(C(C2=CN=CN2)OC3C(C(C(C(O3)CO)O)O)OC4C(C(C(C(O4)CO)O)OC(=O)N)O)C(=O)NC(C)C(C(C)C(=O)NC(C(C)O)C(=O)NCCC5=NC(=CS5)C6=NC(=CS6)C(=O)NCCC[S+](C)C)O. Cell line: TK-10. Synergy scores: CSS=8.06, Synergy_ZIP=-1.33, Synergy_Bliss=0.505, Synergy_Loewe=-0.815, Synergy_HSA=1.37. (8) Drug 1: C1CC(CCC1OC2=C(C(=CC=C2)Cl)F)(CC3=NC(=CC=C3)NC4=NC=CS4)C(=O)O. Drug 2: CC(C)(C#N)C1=CC=C(C=C1)N2C3=C4C=C(C=CC4=NC=C3N(C2=O)C)C5=CC6=CC=CC=C6N=C5. Cell line: SW-620. Synergy scores: CSS=63.6, Synergy_ZIP=4.56, Synergy_Bliss=3.75, Synergy_Loewe=-3.99, Synergy_HSA=8.75. (9) Drug 1: CN1CCC(CC1)COC2=C(C=C3C(=C2)N=CN=C3NC4=C(C=C(C=C4)Br)F)OC. Drug 2: CCCS(=O)(=O)NC1=C(C(=C(C=C1)F)C(=O)C2=CNC3=C2C=C(C=N3)C4=CC=C(C=C4)Cl)F. Cell line: NCIH23. Synergy scores: CSS=2.01, Synergy_ZIP=1.46, Synergy_Bliss=2.77, Synergy_Loewe=-6.73, Synergy_HSA=-3.44.